From a dataset of Catalyst prediction with 721,799 reactions and 888 catalyst types from USPTO. Predict which catalyst facilitates the given reaction. (1) Reactant: Cl[C:2]1[N:7]2[N:8]=[CH:9][C:10]([CH2:11][C:12]3[CH:17]=[CH:16][CH:15]=[C:14]([C:18]([F:21])([F:20])[F:19])[C:13]=3[CH3:22])=[C:6]2[N:5]=[C:4]([N:23]2[CH2:28][CH2:27][O:26][CH2:25][CH2:24]2)[CH:3]=1.[CH3:29][O-:30].[Na+]. Product: [CH3:29][O:30][C:2]1[N:7]2[N:8]=[CH:9][C:10]([CH2:11][C:12]3[CH:17]=[CH:16][CH:15]=[C:14]([C:18]([F:21])([F:20])[F:19])[C:13]=3[CH3:22])=[C:6]2[N:5]=[C:4]([N:23]2[CH2:28][CH2:27][O:26][CH2:25][CH2:24]2)[CH:3]=1. The catalyst class is: 5. (2) Reactant: [OH:1][C:2]1[CH:7]=[CH:6][CH:5]=[CH:4][C:3]=1[C:8](=[O:28])[CH2:9][CH2:10][C:11]1[N:12]=[C:13]([C:16]2[CH:21]=[CH:20][C:19]([O:22][CH3:23])=[C:18]([O:24][CH:25]([CH3:27])[CH3:26])[CH:17]=2)[O:14][CH:15]=1.C(N(CC)CC)C.[C:36](Cl)(=[O:38])[CH3:37].O. Product: [C:36]([O:1][C:2]1[CH:7]=[CH:6][CH:5]=[CH:4][C:3]=1[C:8](=[O:28])[CH2:9][CH2:10][C:11]1[N:12]=[C:13]([C:16]2[CH:21]=[CH:20][C:19]([O:22][CH3:23])=[C:18]([O:24][CH:25]([CH3:26])[CH3:27])[CH:17]=2)[O:14][CH:15]=1)(=[O:38])[CH3:37]. The catalyst class is: 4. (3) Reactant: [CH2:1]([N:3]1[C:7]2=[N:8][C:9]([CH2:27][CH3:28])=[C:10]([CH2:19][NH:20][C:21](=[O:26])[CH2:22][C:23](O)=[O:24])[C:11]([NH:12][CH:13]3[CH2:18][CH2:17][O:16][CH2:15][CH2:14]3)=[C:6]2[CH:5]=[N:4]1)[CH3:2].[Br:29][C:30]1[CH:31]=[C:32]([CH2:37][NH2:38])[CH:33]=[CH:34][C:35]=1[F:36].CN(C(ON1N=NC2C=CC=NC1=2)=[N+](C)C)C.F[P-](F)(F)(F)(F)F.C(N(CC)CC)C. Product: [Br:29][C:30]1[CH:31]=[C:32]([CH2:37][NH:38][C:23](=[O:24])[CH2:22][C:21]([NH:20][CH2:19][C:10]2[C:11]([NH:12][CH:13]3[CH2:14][CH2:15][O:16][CH2:17][CH2:18]3)=[C:6]3[CH:5]=[N:4][N:3]([CH2:1][CH3:2])[C:7]3=[N:8][C:9]=2[CH2:27][CH3:28])=[O:26])[CH:33]=[CH:34][C:35]=1[F:36]. The catalyst class is: 4.